The task is: Predict the reactants needed to synthesize the given product.. This data is from Full USPTO retrosynthesis dataset with 1.9M reactions from patents (1976-2016). (1) Given the product [C:16]([CH2:15][C:14]1[C:13]2[C:8](=[CH:9][CH:10]=[CH:11][CH:12]=2)[N:7]([C:21]2[CH:26]=[CH:25][CH:24]=[C:23]([C:27]([OH:29])=[O:28])[CH:22]=2)[C:6]=1[C:4]([OH:5])=[O:3])([OH:18])=[O:17], predict the reactants needed to synthesize it. The reactants are: C([O:3][C:4]([C:6]1[N:7]([C:21]2[CH:26]=[CH:25][CH:24]=[C:23]([C:27]([O:29]C)=[O:28])[CH:22]=2)[C:8]2[C:13]([C:14]=1[CH2:15][C:16]([O:18]CC)=[O:17])=[CH:12][CH:11]=[CH:10][CH:9]=2)=[O:5])C.[OH-].[Na+]. (2) Given the product [Cl:32][C:29]1[N:28]=[C:27]([CH3:33])[C:26]([O:25][CH:20]([C@H:17]2[CH2:18][CH2:19][NH:15][CH2:16]2)[CH2:21][CH:22]2[CH2:23][CH2:24]2)=[CH:31][CH:30]=1, predict the reactants needed to synthesize it. The reactants are: FC(F)(F)C(O)=O.C(OC([N:15]1[CH2:19][CH2:18][C@H:17]([CH:20]([O:25][C:26]2[C:27]([CH3:33])=[N:28][C:29]([Cl:32])=[CH:30][CH:31]=2)[CH2:21][CH:22]2[CH2:24][CH2:23]2)[CH2:16]1)=O)(C)(C)C. (3) Given the product [C:50]([C@H:49]1[N:41]2[C@@H:42]([S:43][CH2:44][CH2:45][C@H:39]([NH:38][C:8](=[O:9])[C@@H:7]([CH2:6][C:5]3[CH:4]=[CH:3][C:2]([F:1])=[CH:37][CH:36]=3)[CH2:11][CH2:12][C@H:13]([CH2:14][CH2:15][CH3:16])[C:17]([NH:18][C@H:19]3[CH2:25][CH2:24][CH2:23][CH2:22][N:21]([C:26]4[CH:31]=[CH:30][CH:29]=[CH:28][C:27]=4[O:32][CH3:33])[C:20]3=[O:34])=[O:35])[C:40]2=[O:52])[CH2:46][CH2:47][CH2:48]1)#[N:51], predict the reactants needed to synthesize it. The reactants are: [F:1][C:2]1[CH:37]=[CH:36][C:5]([CH2:6][C@@H:7]([CH2:11][CH2:12][C@@H:13]([C:17](=[O:35])[NH:18][C@H:19]2[CH2:25][CH2:24][CH2:23][CH2:22][N:21]([C:26]3[CH:31]=[CH:30][CH:29]=[CH:28][C:27]=3[O:32][CH3:33])[C:20]2=[O:34])[CH2:14][CH2:15][CH3:16])[C:8](O)=[O:9])=[CH:4][CH:3]=1.[NH2:38][C@H:39]1[CH2:45][CH2:44][S:43][C@H:42]2[CH2:46][CH2:47][CH2:48][C@@H:49]([C:50]#[N:51])[N:41]2[C:40]1=[O:52]. (4) Given the product [Br:1][C:2]1[CH:3]=[C:4]([C:8]2([C:10]3[CH:15]=[CH:14][CH:13]=[C:12]([O:16][CH3:17])[CH:11]=3)[NH:24][C:21](=[O:23])[NH:19][C:18]2=[O:31])[CH:5]=[CH:6][CH:7]=1, predict the reactants needed to synthesize it. The reactants are: [Br:1][C:2]1[CH:3]=[C:4]([C:8]([C:10]2[CH:15]=[CH:14][CH:13]=[C:12]([O:16][CH3:17])[CH:11]=2)=O)[CH:5]=[CH:6][CH:7]=1.[C-:18]#[N:19].[K+].[C:21]([NH2:24])(=[O:23])C.Cl.[C-]#N.[NH4+].[C-]#N.[OH2:31]. (5) Given the product [Cl-:1].[Cl:1][C:2]1[CH:3]=[CH:4][C:5]([CH2:6][N:7]2[C:15](=[O:16])[C:14]3[C:9](=[CH:10][CH:11]=[C:12]([C:17]([NH:31][CH2:30][CH2:29][CH2:28][NH+:23]4[CH2:27][CH2:26][CH2:25][CH2:24]4)=[O:19])[CH:13]=3)[C:8]2=[O:20])=[CH:21][CH:22]=1, predict the reactants needed to synthesize it. The reactants are: [Cl:1][C:2]1[CH:22]=[CH:21][C:5]([CH2:6][N:7]2[C:15](=[O:16])[C:14]3[C:9](=[CH:10][CH:11]=[C:12]([C:17]([OH:19])=O)[CH:13]=3)[C:8]2=[O:20])=[CH:4][CH:3]=1.[N:23]1([CH2:28][CH2:29][CH2:30][NH2:31])[CH2:27][CH2:26][CH2:25][CH2:24]1. (6) Given the product [CH3:1][O:2][C:3]1[CH:27]=[CH:26][CH:25]=[CH:24][C:4]=1[C:5]([NH:28][C:29]1[CH:34]=[CH:33][C:32]([C:35]2[CH2:40][CH2:39][NH:38][CH2:37][CH:36]=2)=[CH:31][C:30]=1[N+:48]([O-:50])=[O:49])=[O:6], predict the reactants needed to synthesize it. The reactants are: [CH3:1][O:2][C:3]1[CH:27]=[CH:26][CH:25]=[CH:24][C:4]=1[C:5](NC1C=CC=C(C2CCN(CCNC)CC2)C=1)=[O:6].[NH2:28][C:29]1[CH:34]=[CH:33][C:32]([C:35]2[CH2:40][CH2:39][N:38](C(OC(C)(C)C)=O)[CH2:37][CH:36]=2)=[CH:31][C:30]=1[N+:48]([O-:50])=[O:49]. (7) Given the product [Cl:17][C:11]1[C:10]([F:18])=[C:9]([C:6]2[CH:7]=[CH:8][N:4]([CH2:3][C@@H:2]([NH:1][C:32]([C:29]3[CH:28]=[C:27]([CH2:26][N:23]4[CH2:22][CH2:21][O:20][CH2:25][CH2:24]4)[O:31][N:30]=3)=[O:33])[CH3:19])[N:5]=2)[CH:16]=[CH:15][C:12]=1[C:13]#[N:14], predict the reactants needed to synthesize it. The reactants are: [NH2:1][C@@H:2]([CH3:19])[CH2:3][N:4]1[CH:8]=[CH:7][C:6]([C:9]2[CH:16]=[CH:15][C:12]([C:13]#[N:14])=[C:11]([Cl:17])[C:10]=2[F:18])=[N:5]1.[O:20]1[CH2:25][CH2:24][N:23]([CH2:26][C:27]2[O:31][N:30]=[C:29]([C:32](O)=[O:33])[CH:28]=2)[CH2:22][CH2:21]1.C1C=CC2N(O)N=NC=2C=1.CCN(C(C)C)C(C)C.CCN=C=NCCCN(C)C.